Dataset: Catalyst prediction with 721,799 reactions and 888 catalyst types from USPTO. Task: Predict which catalyst facilitates the given reaction. (1) Reactant: [C:1]([C:3]1[CH:8]=[C:7]([CH3:9])[CH:6]=[CH:5][C:4]=1[C:10]1[CH:15]=[C:14]([CH:16]([OH:21])[C:17]([F:20])([F:19])[F:18])[CH:13]=[C:12]([C:22]([OH:24])=O)[CH:11]=1)#[N:2].Cl.Cl.[CH3:27][C:28]1[N:33]=[CH:32][C:31]([C@H:34]([NH2:36])[CH3:35])=[CH:30][CH:29]=1.F[P-](F)(F)(F)(F)F.C[N+](C)=C(N(C)C)ON1C2N=CC=CC=2N=N1.C(N(CC)C(C)C)(C)C. Product: [C:1]([C:3]1[CH:8]=[C:7]([CH3:9])[CH:6]=[CH:5][C:4]=1[C:10]1[CH:15]=[C:14]([CH:16]([OH:21])[C:17]([F:19])([F:18])[F:20])[CH:13]=[C:12]([C:22]([NH:36][C@@H:34]([C:31]2[CH:32]=[N:33][C:28]([CH3:27])=[CH:29][CH:30]=2)[CH3:35])=[O:24])[CH:11]=1)#[N:2]. The catalyst class is: 9. (2) Product: [CH3:1][C:2]([CH3:35])([CH3:34])[CH2:3][C:4]1[N:9]=[C:8]([CH2:10][O:11][C:12]2[CH:13]=[C:14]([CH2:19][CH2:20][C:21]([OH:23])=[O:22])[CH:15]=[C:16]([F:18])[CH:17]=2)[CH:7]=[CH:6][C:5]=1[C:25]1[CH:30]=[C:29]([O:31][CH3:32])[CH:28]=[CH:27][C:26]=1[F:33]. Reactant: [CH3:1][C:2]([CH3:35])([CH3:34])[CH2:3][C:4]1[N:9]=[C:8]([CH2:10][O:11][C:12]2[CH:13]=[C:14]([CH2:19][CH2:20][C:21]([O:23]C)=[O:22])[CH:15]=[C:16]([F:18])[CH:17]=2)[CH:7]=[CH:6][C:5]=1[C:25]1[CH:30]=[C:29]([O:31][CH3:32])[CH:28]=[CH:27][C:26]=1[F:33].[OH-].[Na+].Cl. The catalyst class is: 200. (3) Product: [Cl:1][C:2]1[CH:26]=[N:25][C:5]2[N:6]=[C:7]([N:12]3[CH2:13][CH2:14][N:15]([C:18]([O:20][C:21]([CH3:23])([CH3:22])[CH3:24])=[O:19])[CH2:16][CH2:17]3)[C:8]3[N:9]([CH:27]=[N:11][N:10]=3)[C:4]=2[CH:3]=1. Reactant: [Cl:1][C:2]1[CH:26]=[N:25][C:5]2=[N:6][C:7]([N:12]3[CH2:17][CH2:16][N:15]([C:18]([O:20][C:21]([CH3:24])([CH3:23])[CH3:22])=[O:19])[CH2:14][CH2:13]3)=[C:8]([NH:10][NH2:11])[N:9]=[C:4]2[CH:3]=1.[CH:27](OC)(OC)OC. The catalyst class is: 28. (4) Reactant: [H-].[Na+].CN(C=O)C.[CH3:8][O:9][C:10]1[CH:11]=[CH:12][C:13]2[NH:19][C:18](=[O:20])[CH2:17][C:16](=[O:21])[N:15]([CH3:22])[C:14]=2[CH:23]=1.[CH2:24](I)[CH3:25]. Product: [CH2:24]([N:19]1[C:18](=[O:20])[CH2:17][C:16](=[O:21])[N:15]([CH3:22])[C:14]2[CH:23]=[C:10]([O:9][CH3:8])[CH:11]=[CH:12][C:13]1=2)[CH3:25]. The catalyst class is: 6. (5) Reactant: [CH3:1][C:2]([CH3:6])([CH3:5])[CH:3]=O.[CH3:7][O:8][C:9]1[CH:14]=[CH:13][C:12](N)=[CH:11][CH:10]=1.[O-]S([O-])(=O)=O.[Na+].[Na+].[CH2:23]([N:25](CC)CC)C.[CH2:30]([O:37][CH2:38][C:39](Cl)=[O:40])[C:31]1[CH:36]=[CH:35][CH:34]=[CH:33][CH:32]=1. Product: [C:2]([C@H:3]1[N:25]([CH2:23][C:12]2[CH:13]=[CH:14][C:9]([O:8][CH3:7])=[CH:10][CH:11]=2)[C:39](=[O:40])[C@H:38]1[O:37][CH2:30][C:31]1[CH:36]=[CH:35][CH:34]=[CH:33][CH:32]=1)([CH3:6])([CH3:5])[CH3:1]. The catalyst class is: 2. (6) Reactant: [NH:1](C(OC(C)(C)C)=O)[C@H:2]([C:18]([OH:20])=[O:19])[CH2:3][C:4]1[CH:9]=CC(OCC2C=CC=CC=2)=C[CH:5]=1.[CH:28]1[CH:29]=[CH:30][C:31]2N(O)N=N[C:32]=2[CH:33]=1.[CH2:38]1CCC(N=C=NC2CCCCC2)CC1. Product: [NH2:1][C@H:2]([C:18]([O:20][CH2:38][C:32]1[CH:31]=[CH:30][CH:29]=[CH:28][CH:33]=1)=[O:19])[CH2:3][CH:4]([CH3:5])[CH3:9]. The catalyst class is: 399. (7) Reactant: [O:1]=[C:2]1[CH2:7][CH2:6][N:5]([C:8]([O:10][C:11]([CH3:14])([CH3:13])[CH3:12])=[O:9])[CH2:4][CH2:3]1.Cl[Si:16]([CH3:19])([CH3:18])[CH3:17].C(N(CC)CC)C. Product: [CH3:17][Si:16]([CH3:19])([CH3:18])[O:1][C:2]1[CH2:7][CH2:6][N:5]([C:8]([O:10][C:11]([CH3:14])([CH3:13])[CH3:12])=[O:9])[CH2:4][CH:3]=1. The catalyst class is: 3. (8) Reactant: [O:1]1[C:5]2[CH:6]=[CH:7][CH:8]=[CH:9][C:4]=2[C:3]([C:10]2[C:19]([N:20]3[CH2:24][CH2:23][CH2:22][C@@H:21]3[CH3:25])=[N:18][C:17]3[C:12](=[CH:13][CH:14]=[C:15]([C:26]([O:28]C)=[O:27])[CH:16]=3)[N:11]=2)=[CH:2]1.[OH-].[Na+]. Product: [O:1]1[C:5]2[CH:6]=[CH:7][CH:8]=[CH:9][C:4]=2[C:3]([C:10]2[C:19]([N:20]3[CH2:24][CH2:23][CH2:22][C@@H:21]3[CH3:25])=[N:18][C:17]3[C:12](=[CH:13][CH:14]=[C:15]([C:26]([OH:28])=[O:27])[CH:16]=3)[N:11]=2)=[CH:2]1. The catalyst class is: 24.